From a dataset of NCI-60 drug combinations with 297,098 pairs across 59 cell lines. Regression. Given two drug SMILES strings and cell line genomic features, predict the synergy score measuring deviation from expected non-interaction effect. (1) Drug 1: CCC1(CC2CC(C3=C(CCN(C2)C1)C4=CC=CC=C4N3)(C5=C(C=C6C(=C5)C78CCN9C7C(C=CC9)(C(C(C8N6C=O)(C(=O)OC)O)OC(=O)C)CC)OC)C(=O)OC)O.OS(=O)(=O)O. Drug 2: C1C(C(OC1N2C=NC3=C(N=C(N=C32)Cl)N)CO)O. Cell line: SF-268. Synergy scores: CSS=15.3, Synergy_ZIP=-7.41, Synergy_Bliss=-8.22, Synergy_Loewe=-7.14, Synergy_HSA=-6.14. (2) Drug 1: C1=CC(=CC=C1CCC2=CNC3=C2C(=O)NC(=N3)N)C(=O)NC(CCC(=O)O)C(=O)O. Drug 2: N.N.Cl[Pt+2]Cl. Cell line: HCC-2998. Synergy scores: CSS=27.6, Synergy_ZIP=-0.726, Synergy_Bliss=-2.87, Synergy_Loewe=-13.0, Synergy_HSA=-2.25. (3) Drug 1: COC1=NC(=NC2=C1N=CN2C3C(C(C(O3)CO)O)O)N. Drug 2: CC1C(C(CC(O1)OC2CC(CC3=C2C(=C4C(=C3O)C(=O)C5=C(C4=O)C(=CC=C5)OC)O)(C(=O)CO)O)N)O.Cl. Cell line: NCI-H522. Synergy scores: CSS=32.4, Synergy_ZIP=-0.535, Synergy_Bliss=1.24, Synergy_Loewe=-19.0, Synergy_HSA=1.84. (4) Synergy scores: CSS=32.7, Synergy_ZIP=-11.3, Synergy_Bliss=-2.89, Synergy_Loewe=-17.9, Synergy_HSA=-2.44. Drug 2: COC1=C2C(=CC3=C1OC=C3)C=CC(=O)O2. Cell line: OVCAR-5. Drug 1: C1CN1C2=NC(=NC(=N2)N3CC3)N4CC4. (5) Drug 1: CC12CCC3C(C1CCC2NC(=O)OCC(F)(F)F)CCC4C3(C=CC(=O)N4C)C. Drug 2: CC1CCC2CC(C(=CC=CC=CC(CC(C(=O)C(C(C(=CC(C(=O)CC(OC(=O)C3CCCCN3C(=O)C(=O)C1(O2)O)C(C)CC4CCC(C(C4)OC)OP(=O)(C)C)C)C)O)OC)C)C)C)OC. Cell line: NCIH23. Synergy scores: CSS=23.1, Synergy_ZIP=-4.02, Synergy_Bliss=-2.96, Synergy_Loewe=-0.365, Synergy_HSA=0.586. (6) Drug 1: CCC1(CC2CC(C3=C(CCN(C2)C1)C4=CC=CC=C4N3)(C5=C(C=C6C(=C5)C78CCN9C7C(C=CC9)(C(C(C8N6C=O)(C(=O)OC)O)OC(=O)C)CC)OC)C(=O)OC)O.OS(=O)(=O)O. Drug 2: CN1C(=O)N2C=NC(=C2N=N1)C(=O)N. Cell line: HCT-15. Synergy scores: CSS=3.20, Synergy_ZIP=6.91, Synergy_Bliss=17.6, Synergy_Loewe=11.7, Synergy_HSA=4.27.